Dataset: HIV replication inhibition screening data with 41,000+ compounds from the AIDS Antiviral Screen. Task: Binary Classification. Given a drug SMILES string, predict its activity (active/inactive) in a high-throughput screening assay against a specified biological target. (1) The result is 0 (inactive). The drug is CCOC(=O)c1c2ccc(C=Cc3ccccn3)ccc-2c(C(=O)OCC)c1N. (2) The molecule is Cc1nnc2c3c(-c4ccccc4)c(-c4ccccc4)oc3nc(N(C)C)n12. The result is 0 (inactive). (3) The molecule is COC(=O)C1=C(C(=O)OC)P2(C)(C)SC(=S)N2C1(c1ccccc1)c1ccccc1. The result is 0 (inactive). (4) The drug is CN(CCSSCCN(C)C(N)=S)C(N)=S. The result is 0 (inactive). (5) The drug is CC1(C)CCCC2C1=NOC2O. The result is 0 (inactive). (6) The drug is O=C(NNc1ccccc1)C(=Cc1ccc2c(c1)OCO2)NC(=O)c1ccccc1. The result is 0 (inactive). (7) The compound is Cc1cn(C2CC(N(O)C(=O)Nc3ccccc3)C(CO)O2)c(=O)[nH]c1=O. The result is 0 (inactive). (8) The compound is CC(C)=CC(=O)N1CCN(C(=O)C=C(C)C)CC1. The result is 0 (inactive). (9) The drug is Nc1ncnc2c1ncn2CC(=O)NCCO. The result is 0 (inactive). (10) The molecule is COc1cc2oc(=O)cc(C)c2cc1O. The result is 0 (inactive).